Dataset: Reaction yield outcomes from USPTO patents with 853,638 reactions. Task: Predict the reaction yield, written as a fraction of the theoretical maximum amount of product (1.0 means a 100% yield; for example, 0.34 means a 34% yield). (1) The catalyst is C(Cl)Cl.O=[Mn]=O. The reactants are [C:1]([O:5][C:6](=[O:25])[N:7]([CH2:16][C:17]1[CH:22]=[CH:21][C:20]([CH2:23][OH:24])=[CH:19][CH:18]=1)[CH2:8][C:9]1[C:14]([OH:15])=[CH:13][CH:12]=[CH:11][N:10]=1)([CH3:4])([CH3:3])[CH3:2]. The yield is 0.830. The product is [C:1]([O:5][C:6](=[O:25])[N:7]([CH2:16][C:17]1[CH:18]=[CH:19][C:20]([CH:23]=[O:24])=[CH:21][CH:22]=1)[CH2:8][C:9]1[C:14]([OH:15])=[CH:13][CH:12]=[CH:11][N:10]=1)([CH3:4])([CH3:2])[CH3:3]. (2) The reactants are [OH:1][C:2]1[CH:3]=[N:4][C:5]2[C:10]([CH:11]=1)=[CH:9][CH:8]=[CH:7][CH:6]=2.CN(C)C=O.[H-].[Na+].Br[CH2:20][C:21]1[C:22]([F:35])=[C:23]([NH:28][S:29]([CH2:32][CH2:33][CH3:34])(=[O:31])=[O:30])[CH:24]=[CH:25][C:26]=1[F:27]. The catalyst is C(O)(=O)C. The product is [F:35][C:22]1[C:21]([CH2:20][O:1][C:2]2[CH:3]=[N:4][C:5]3[C:10]([CH:11]=2)=[CH:9][CH:8]=[CH:7][CH:6]=3)=[C:26]([F:27])[CH:25]=[CH:24][C:23]=1[NH:28][S:29]([CH2:32][CH2:33][CH3:34])(=[O:31])=[O:30]. The yield is 0.0800. (3) The reactants are [Cl:1][C:2]1[CH:3]=[C:4]([N:11]2[C:20]3[C:15](=[CH:16][C:17]([S:21]([NH:24][C:25]4[N:26]=[N:27][CH:28]=[CH:29][CH:30]=4)(=[O:23])=[O:22])=[CH:18][CH:19]=3)[CH:14]=[CH:13][C:12]2=[O:31])[C:5]([O:9][CH3:10])=[N:6][C:7]=1Cl.[C:32]([CH:34]1[CH2:38][CH2:37][CH2:36][CH2:35]1)#[CH:33].C(NC(C)C)(C)C.CN(C=O)C. The catalyst is O.C(OCC)(=O)C.[Cu]I.C1C=CC([P]([Pd]([P](C2C=CC=CC=2)(C2C=CC=CC=2)C2C=CC=CC=2)([P](C2C=CC=CC=2)(C2C=CC=CC=2)C2C=CC=CC=2)[P](C2C=CC=CC=2)(C2C=CC=CC=2)C2C=CC=CC=2)(C2C=CC=CC=2)C2C=CC=CC=2)=CC=1.CCCCCCC. The product is [Cl:1][C:2]1[CH:3]=[C:4]([N:11]2[C:20]3[C:15](=[CH:16][C:17]([S:21]([NH:24][C:25]4[N:26]=[N:27][CH:28]=[CH:29][CH:30]=4)(=[O:22])=[O:23])=[CH:18][CH:19]=3)[CH:14]=[CH:13][C:12]2=[O:31])[C:5]([O:9][CH3:10])=[N:6][C:7]=1[C:33]#[C:32][CH:34]1[CH2:38][CH2:37][CH2:36][CH2:35]1. The yield is 0.654. (4) The reactants are C([BH3-])#N.[Na+].[ClH:5].[C:6]([C:8]1[C:9]([NH:37][C:38]([C:40]2[O:41][CH:42]=[CH:43][CH:44]=2)=[O:39])=[N:10][C:11]([C:29]2[CH:34]=[CH:33][C:32]([F:35])=[CH:31][C:30]=2[OH:36])=[CH:12][C:13]=1[C:14]1[CH:19]=[CH:18][CH:17]=[C:16]([NH:20][C:21](=[O:28])[CH2:22][C@@H:23]2[CH2:27][CH2:26][CH2:25][NH:24]2)[CH:15]=1)#[N:7].[CH:45](=O)[CH3:46].[CH2:48](N(CC)CC)C. The catalyst is C1COCC1.C(OCC)(=O)C.C(O)(=O)C.CO. The product is [ClH:5].[C:6]([C:8]1[C:9]([NH:37][C:38]([C:40]2[O:41][CH:42]=[CH:43][CH:44]=2)=[O:39])=[N:10][C:11]([C:29]2[CH:34]=[CH:33][C:32]([F:35])=[CH:31][C:30]=2[OH:36])=[CH:12][C:13]=1[C:14]1[CH:19]=[CH:18][CH:17]=[C:16]([NH:20][C:21](=[O:28])[CH2:22][CH:23]2[CH2:27][CH2:26][CH2:25][CH2:48][N:24]2[CH2:45][CH3:46])[CH:15]=1)#[N:7]. The yield is 0.600. (5) The reactants are [H-].[Na+].[Cl:3][C:4]1[N:13]=[CH:12][C:11]2[NH:10][CH2:9][C@@H:8]3[CH2:14][O:15][CH2:16][CH2:17][N:7]3[C:6]=2[N:5]=1.Br[CH2:19][C:20]([O:22][C:23]([CH3:26])([CH3:25])[CH3:24])=[O:21].O. The catalyst is CN(C=O)C. The product is [Cl:3][C:4]1[N:13]=[CH:12][C:11]2[N:10]([CH2:19][C:20]([O:22][C:23]([CH3:26])([CH3:25])[CH3:24])=[O:21])[CH2:9][C@@H:8]3[CH2:14][O:15][CH2:16][CH2:17][N:7]3[C:6]=2[N:5]=1. The yield is 0.672.